From a dataset of Catalyst prediction with 721,799 reactions and 888 catalyst types from USPTO. Predict which catalyst facilitates the given reaction. Reactant: [C:1]([O:4][CH2:5][CH2:6][CH2:7][CH2:8][O:9][C:10]1[C:15]([Cl:16])=[CH:14][C:13]([OH:17])=[CH:12][C:11]=1[Cl:18])(=[O:3])[CH3:2].[Cl:19][C:20](Cl)([Cl:24])[CH2:21][CH2:22]Cl.C(=O)([O-])[O-].[K+].[K+]. Product: [C:1]([O:4][CH2:5][CH2:6][CH2:7][CH2:8][O:9][C:10]1[C:11]([Cl:18])=[CH:12][C:13]([O:17][CH2:22][CH:21]=[C:20]([Cl:24])[Cl:19])=[CH:14][C:15]=1[Cl:16])(=[O:3])[CH3:2]. The catalyst class is: 3.